Dataset: Full USPTO retrosynthesis dataset with 1.9M reactions from patents (1976-2016). Task: Predict the reactants needed to synthesize the given product. (1) Given the product [Cl:1][C:2]1[N:7]=[C:6]([C:8]([OH:10])=[O:9])[CH:5]=[C:4]([N:12]2[CH2:13][CH2:14][O:15][CH2:16][CH2:17]2)[N:3]=1, predict the reactants needed to synthesize it. The reactants are: [Cl:1][C:2]1[N:7]=[C:6]([C:8]([O:10]C)=[O:9])[CH:5]=[C:4]([N:12]2[CH2:17][CH2:16][O:15][CH2:14][CH2:13]2)[N:3]=1.O.CO.[OH-].[Li+]. (2) Given the product [CH2:6]([O:5][C:1](=[O:4])[CH:2]=[CH2:3])[CH2:7][CH2:8][CH2:9][CH2:10][CH:11]([CH3:13])[CH3:12].[C:14]([NH2:18])(=[O:17])[CH:15]=[CH2:16], predict the reactants needed to synthesize it. The reactants are: [C:1]([O:5][CH2:6][CH2:7][CH2:8][CH2:9][CH2:10][CH:11]([CH3:13])[CH3:12])(=[O:4])[CH:2]=[CH2:3].[C:14]([NH2:18])(=[O:17])[CH:15]=[CH2:16].C(OOC(=O)C1C=CC=CC=1)(=O)C1C=CC=CC=1.CO. (3) Given the product [Cl:1][C:2]1[CH:3]=[CH:4][C:5]([C:8]2([C:16]([N:56]3[CH2:60][CH2:59][CH:58]([C:61]4[CH:24]=[CH:22][N:21]=[CH:25][CH:27]=4)[CH2:57]3)=[O:18])[CH2:9][CH:10]([O:12][CH2:13][O:14][CH3:15])[CH2:11]2)=[CH:6][CH:7]=1, predict the reactants needed to synthesize it. The reactants are: [Cl:1][C:2]1[CH:7]=[CH:6][C:5]([C:8]2([C:16]([OH:18])=O)[CH2:11][CH:10]([O:12][CH2:13][O:14][CH3:15])[CH2:9]2)=[CH:4][CH:3]=1.CC[N:21]([CH:25]([CH3:27])C)[CH:22]([CH3:24])C.F[P-](F)(F)(F)(F)F.N1(O[P+](N(C)C)(N(C)C)N(C)C)C2C=CC=CC=2N=N1.Cl.[NH:56]1[CH:60]=[CH:59][CH:58]([C:61]2C=CC=CN=2)[CH2:57]1.C([O-])(O)=O.[Na+]. (4) The reactants are: [N:1]1([C:7]2[C:8]3[N:28]=[C:27]([CH2:29][N:30]4[CH2:35][CH2:34][N:33]([C:36]([CH3:41])([CH3:40])[C:37]([NH2:39])=[O:38])[CH2:32][CH2:31]4)[S:26][C:9]=3[N:10]=[C:11]([Sn](CCCC)(CCCC)CCCC)[N:12]=2)[CH2:6][CH2:5][O:4][CH2:3][CH2:2]1.Br[C:43]1[CH:48]=[N:47][CH:46]=[C:45]2[NH:49][CH:50]=[CH:51][C:44]=12. Given the product [CH3:41][C:36]([N:33]1[CH2:34][CH2:35][N:30]([CH2:29][C:27]2[S:26][C:9]3[N:10]=[C:11]([C:43]4[CH:48]=[N:47][CH:46]=[C:45]5[NH:49][CH:50]=[CH:51][C:44]=45)[N:12]=[C:7]([N:1]4[CH2:6][CH2:5][O:4][CH2:3][CH2:2]4)[C:8]=3[N:28]=2)[CH2:31][CH2:32]1)([CH3:40])[C:37]([NH2:39])=[O:38], predict the reactants needed to synthesize it. (5) Given the product [C:2]1([CH3:24])[CH:7]=[C:6]([CH3:8])[CH:5]=[C:4]([CH3:9])[C:3]=1[C:10]1[CH:15]=[CH:14][N:13]=[CH:12][C:11]=1[NH2:16], predict the reactants needed to synthesize it. The reactants are: Cl.[C:2]1([CH3:24])[CH:7]=[C:6]([CH3:8])[CH:5]=[C:4]([CH3:9])[C:3]=1[C:10]1[CH:15]=[CH:14][N:13]=[CH:12][C:11]=1[NH:16]C(=O)OC(C)(C)C.[OH-].[Na+]. (6) Given the product [N+:24]([C:20]1[CH:19]=[C:18]([NH:15][C:16]([NH:14][C:4]2[C:5]3[C:6](=[N:7][N:8]4[CH:13]=[CH:12][CH:11]=[CH:10][C:9]=34)[N:1]=[CH:2][N:3]=2)=[O:17])[CH:23]=[CH:22][CH:21]=1)([O-:26])=[O:25], predict the reactants needed to synthesize it. The reactants are: [N:1]1[C:6]2=[N:7][N:8]3[CH:13]=[CH:12][CH:11]=[CH:10][C:9]3=[C:5]2[C:4]([NH2:14])=[N:3][CH:2]=1.[N:15]([C:18]1[CH:23]=[CH:22][CH:21]=[C:20]([N+:24]([O-:26])=[O:25])[CH:19]=1)=[C:16]=[O:17]. (7) Given the product [CH3:1][CH2:2][O:3][C:4]([C:6]1[CH:11]([C:12]2[CH:13]=[CH:14][CH:15]=[CH:16][C:17]=2[Cl:18])[C:10]([C:19]([O:21][CH3:22])=[O:20])=[C:9]([CH3:23])[NH:8][C:7]=1[CH2:24][O:25][CH2:26][CH2:27][NH2:28])=[O:5].[C:35]([O-:43])(=[O:42])[C@H:36]([CH2:38][C:39]([O-:41])=[O:40])[OH:37], predict the reactants needed to synthesize it. The reactants are: [CH3:1][CH2:2][O:3][C:4]([C:6]1[CH:11]([C:12]2[CH:13]=[CH:14][CH:15]=[CH:16][C:17]=2[Cl:18])[C:10]([C:19]([O:21][CH3:22])=[O:20])=[C:9]([CH3:23])[NH:8][C:7]=1[CH2:24][O:25][CH2:26][CH2:27][NH2:28])=[O:5].C(OC)(C)(C)C.[C:35]([OH:43])(=[O:42])[C@H:36]([CH2:38][C:39]([OH:41])=[O:40])[OH:37].